Dataset: Reaction yield outcomes from USPTO patents with 853,638 reactions. Task: Predict the reaction yield, written as a fraction of the theoretical maximum amount of product (1.0 means a 100% yield; for example, 0.34 means a 34% yield). The reactants are [C:1]1(=[O:12])[O:7][C:5](=[O:6])[C:4]2=[CH:8][CH:9]=[CH:10][CH:11]=[C:3]2[CH2:2]1.[C:13]1([C@@H:19]([NH2:22])[CH2:20][CH3:21])[CH:18]=[CH:17][CH:16]=[CH:15][CH:14]=1. The catalyst is C(#N)C. The product is [C:13]1([C@@H:19]([NH:22][C:1]([CH2:2][C:3]2[CH:11]=[CH:10][CH:9]=[CH:8][C:4]=2[C:5]([OH:7])=[O:6])=[O:12])[CH2:20][CH3:21])[CH:18]=[CH:17][CH:16]=[CH:15][CH:14]=1. The yield is 0.720.